This data is from Catalyst prediction with 721,799 reactions and 888 catalyst types from USPTO. The task is: Predict which catalyst facilitates the given reaction. (1) Reactant: Br[C:2]1[CH:6]=[C:5]([C:7]2[CH:12]=[CH:11][C:10]([C:13]([CH3:16])([CH3:15])[CH3:14])=[CH:9][CH:8]=2)[S:4][C:3]=1[C:17]1[CH:22]=[CH:21][C:20]([C:23]([CH3:26])([CH3:25])[CH3:24])=[CH:19][CH:18]=1.[F:27][C:28]1([F:39])[C:32](F)=[C:31](F)[C:30]([F:36])([F:35])[C:29]1([F:38])[F:37]. Product: [F:27][C:28]1([F:39])[C:29]([F:38])([F:37])[C:30]([F:36])([F:35])[C:31]([C:2]2[CH:6]=[C:5]([C:7]3[CH:8]=[CH:9][C:10]([C:13]([CH3:15])([CH3:14])[CH3:16])=[CH:11][CH:12]=3)[S:4][C:3]=2[C:17]2[CH:18]=[CH:19][C:20]([C:23]([CH3:24])([CH3:25])[CH3:26])=[CH:21][CH:22]=2)=[C:32]1[C:2]1[CH:6]=[C:5]([C:7]2[CH:12]=[CH:11][C:10]([C:13]([CH3:16])([CH3:15])[CH3:14])=[CH:9][CH:8]=2)[S:4][C:3]=1[C:17]1[CH:18]=[CH:19][C:20]([C:23]([CH3:26])([CH3:25])[CH3:24])=[CH:21][CH:22]=1. The catalyst class is: 116. (2) Reactant: [C:1]([OH:7])([C:3]([F:6])([F:5])[F:4])=[O:2].[CH3:8][C@H:9]1[N:14]([C:15](=[O:35])/[CH:16]=[CH:17]/[C:18]2[CH:23]=[CH:22][C:21]([C:24]([F:27])([F:26])[F:25])=[CH:20][C:19]=2[CH2:28][N:29]2[N:33]=[N:32][C:31]([CH3:34])=[N:30]2)[CH2:13][CH2:12][N:11](CC(OC(C)(C)C)=O)[CH2:10]1.C1(C)C=CC=CC=1. Product: [CH3:34][C:31]1[N:32]=[N:33][N:29]([CH2:28][C:19]2[CH:20]=[C:21]([C:24]([F:27])([F:25])[F:26])[CH:22]=[CH:23][C:18]=2/[CH:17]=[CH:16]/[C:15]([N:14]2[CH2:13][CH2:12][NH:11][CH2:10][C@H:9]2[CH3:8])=[O:35])[N:30]=1.[F:4][C:3]([F:6])([F:5])[C:1]([O-:7])=[O:2]. The catalyst class is: 2.